From a dataset of Reaction yield outcomes from USPTO patents with 853,638 reactions. Predict the reaction yield, written as a fraction of the theoretical maximum amount of product (1.0 means a 100% yield; for example, 0.34 means a 34% yield). (1) The reactants are C([NH:8][CH2:9][CH2:10][CH2:11][N:12]1[CH2:18][CH2:17][CH2:16][O:15][CH:14]([CH2:19][C:20]2[CH:25]=[CH:24][C:23]([F:26])=[CH:22][CH:21]=2)[CH2:13]1)C1C=CC=CC=1. The catalyst is C(O)C.[Pd]. The product is [F:26][C:23]1[CH:22]=[CH:21][C:20]([CH2:19][CH:14]2[CH2:13][N:12]([CH2:11][CH2:10][CH2:9][NH2:8])[CH2:18][CH2:17][CH2:16][O:15]2)=[CH:25][CH:24]=1. The yield is 0.810. (2) The reactants are [CH2:1]([C@@H:8]1[C@@H:16]([CH2:17][C:18]2[CH:23]=[CH:22][CH:21]=[CH:20][CH:19]=2)[C@H:15]([CH3:24])[O:14][C:13](=[O:25])[C@@H:12]([NH:26]C(=O)OC(C)(C)C)[CH2:11][O:10][CH2:9]1)[C:2]1[CH:7]=[CH:6][CH:5]=[CH:4][CH:3]=1.[ClH:34]. The catalyst is C(Cl)Cl. The product is [Cl-:34].[CH2:1]([C@@H:8]1[C@@H:16]([CH2:17][C:18]2[CH:23]=[CH:22][CH:21]=[CH:20][CH:19]=2)[C@H:15]([CH3:24])[O:14][C:13](=[O:25])[C@@H:12]([NH3+:26])[CH2:11][O:10][CH2:9]1)[C:2]1[CH:7]=[CH:6][CH:5]=[CH:4][CH:3]=1. The yield is 1.00. (3) The reactants are [O:1]1[CH:5]=[CH:4][CH:3]=[C:2]1[CH2:6][NH:7][C@:8]12[CH2:43][CH2:42][C@@H:41]([C:44]([CH3:46])=[CH2:45])[C@@H:9]1[C@@H:10]1[C@@:23]([CH3:26])([CH2:24][CH2:25]2)[C@@:22]2([CH3:27])[C@@H:13]([C@:14]3([CH3:40])[C@@H:19]([CH2:20][CH2:21]2)[C:18]([CH3:29])([CH3:28])[C:17]([C:30]2[CH:39]=[CH:38][C:33]([C:34]([O:36]C)=[O:35])=[CH:32][CH:31]=2)=[CH:16][CH2:15]3)[CH2:12][CH2:11]1.[OH-].[Na+]. The catalyst is O1CCOCC1. The product is [O:1]1[CH:5]=[CH:4][CH:3]=[C:2]1[CH2:6][NH:7][C@:8]12[CH2:43][CH2:42][C@@H:41]([C:44]([CH3:46])=[CH2:45])[C@@H:9]1[C@@H:10]1[C@@:23]([CH3:26])([CH2:24][CH2:25]2)[C@@:22]2([CH3:27])[C@@H:13]([C@:14]3([CH3:40])[C@@H:19]([CH2:20][CH2:21]2)[C:18]([CH3:29])([CH3:28])[C:17]([C:30]2[CH:39]=[CH:38][C:33]([C:34]([OH:36])=[O:35])=[CH:32][CH:31]=2)=[CH:16][CH2:15]3)[CH2:12][CH2:11]1. The yield is 0.605. (4) The reactants are CCC([O-])(C)C.[Na+].C(O)CC.C[N:13](C)[CH2:14][CH2:15][C@@H:16](C1SC=CC=1)O.FC1C2C(=CC=CC=2)C=CC=1.O.O.[C:37]([OH:42])(=[O:41])[C:38]([OH:40])=[O:39]. The catalyst is C1(C)C=CC=CC=1.CS(C)=O.O. The product is [C:37]([OH:42])(=[O:41])[C:38]([OH:40])=[O:39].[CH2:14]([NH2:13])[CH2:15][CH3:16]. The yield is 0.800.